This data is from Reaction yield outcomes from USPTO patents with 853,638 reactions. The task is: Predict the reaction yield, written as a fraction of the theoretical maximum amount of product (1.0 means a 100% yield; for example, 0.34 means a 34% yield). (1) The reactants are [CH3:1][O:2][C:3]1[CH:4]=[C:5]([CH:12]([C:14]2[CH:19]=[C:18]([O:20][CH3:21])[C:17]([O:22][CH3:23])=[C:16]([O:24][CH3:25])[CH:15]=2)[OH:13])[CH:6]=[CH:7][C:8]=1[N+:9]([O-:11])=[O:10]. The catalyst is C(Cl)Cl.O=[Mn]=O. The product is [CH3:1][O:2][C:3]1[CH:4]=[C:5]([C:12]([C:14]2[CH:19]=[C:18]([O:20][CH3:21])[C:17]([O:22][CH3:23])=[C:16]([O:24][CH3:25])[CH:15]=2)=[O:13])[CH:6]=[CH:7][C:8]=1[N+:9]([O-:11])=[O:10]. The yield is 0.480. (2) The reactants are [CH:1]([Mg]Cl)([CH3:3])[CH3:2].[Cl:6][C:7]1[CH:12]=[CH:11][C:10](I)=[CH:9][N:8]=1.[Cl-:14].[Na+].[OH2:16]. The catalyst is O1CCCC1. The product is [Cl:14][C:2]1[CH:12]=[CH:11][CH:10]=[CH:9][C:1]=1[CH:3]([C:10]1[CH:11]=[CH:12][C:7]([Cl:6])=[N:8][CH:9]=1)[OH:16]. The yield is 1.00. (3) The reactants are [F:1][CH:2]([F:37])[C:3]1[N:7]([C:8]2[N:13]=[C:12]([N:14]3[CH2:19][CH2:18][O:17][CH2:16][CH2:15]3)[N:11]=[C:10]([N:20]3[CH2:25][CH2:24][N:23]([S:26]([CH:29]=[CH2:30])(=[O:28])=[O:27])[CH2:22][CH2:21]3)[N:9]=2)[C:6]2[CH:31]=[CH:32][CH:33]=[C:34]([O:35][CH3:36])[C:5]=2[N:4]=1.[CH2:38]([NH:40][CH2:41][CH3:42])[CH3:39].O1CCOCC1. The catalyst is C1COCC1. The product is [F:37][CH:2]([F:1])[C:3]1[N:7]([C:8]2[N:13]=[C:12]([N:14]3[CH2:15][CH2:16][O:17][CH2:18][CH2:19]3)[N:11]=[C:10]([N:20]3[CH2:21][CH2:22][N:23]([S:26]([CH2:29][CH2:30][N:40]([CH2:41][CH3:42])[CH2:38][CH3:39])(=[O:28])=[O:27])[CH2:24][CH2:25]3)[N:9]=2)[C:6]2[CH:31]=[CH:32][CH:33]=[C:34]([O:35][CH3:36])[C:5]=2[N:4]=1. The yield is 0.530.